From a dataset of NCI-60 drug combinations with 297,098 pairs across 59 cell lines. Regression. Given two drug SMILES strings and cell line genomic features, predict the synergy score measuring deviation from expected non-interaction effect. (1) Drug 1: C1CC(=O)NC(=O)C1N2CC3=C(C2=O)C=CC=C3N. Drug 2: C1CNP(=O)(OC1)N(CCCl)CCCl. Cell line: A549. Synergy scores: CSS=2.47, Synergy_ZIP=-3.54, Synergy_Bliss=-4.76, Synergy_Loewe=-5.20, Synergy_HSA=-3.80. (2) Cell line: UACC62. Drug 2: COC1=C(C=C2C(=C1)N=CN=C2NC3=CC(=C(C=C3)F)Cl)OCCCN4CCOCC4. Drug 1: C1CN1C2=NC(=NC(=N2)N3CC3)N4CC4. Synergy scores: CSS=42.8, Synergy_ZIP=0.475, Synergy_Bliss=-0.625, Synergy_Loewe=-7.13, Synergy_HSA=-1.03.